Predict the reaction yield, written as a fraction of the theoretical maximum amount of product (1.0 means a 100% yield; for example, 0.34 means a 34% yield). From a dataset of Reaction yield outcomes from USPTO patents with 853,638 reactions. (1) The reactants are [Cl:1][C:2]1[C:3]([NH:9][CH:10]2[CH2:15][CH2:14][N:13]([CH3:16])[CH2:12][CH2:11]2)=[CH:4][C:5]([NH2:8])=[N:6][CH:7]=1.Br[C:18]1[C:23]([C:24]#[N:25])=[N:22][CH:21]=[CH:20][N:19]=1.C1C=CC(P(C2C(C3C(P(C4C=CC=CC=4)C4C=CC=CC=4)=CC=C4C=3C=CC=C4)=C3C(C=CC=C3)=CC=2)C2C=CC=CC=2)=CC=1.CC(C)([O-])C.[Na+]. The catalyst is O1CCOCC1. The product is [Cl:1][C:2]1[C:3]([NH:9][CH:10]2[CH2:15][CH2:14][N:13]([CH3:16])[CH2:12][CH2:11]2)=[CH:4][C:5]([NH:8][C:20]2[N:19]=[CH:18][C:23]([C:24]#[N:25])=[N:22][CH:21]=2)=[N:6][CH:7]=1. The yield is 0.300. (2) The reactants are C([C:3](=P(C1C=CC=CC=1)(C1C=CC=CC=1)C1C=CC=CC=1)[C:4]([C@@H:6]([NH:11][C:12](=[O:28])[O:13][C:14]1([C:19]2[S:20][C:21]3[CH:27]=[CH:26][CH:25]=[CH:24][C:22]=3[N:23]=2)[CH2:18][CH2:17][CH2:16][CH2:15]1)[CH2:7][CH2:8][CH2:9][CH3:10])=[O:5])#N.[O:48]=[O+][O-].N#N.[NH2:53][C:54]1[CH:58]=[CH:57][NH:56][N:55]=1. The catalyst is ClCCl.O1CCCC1. The product is [O:48]=[C:3]([NH:53][C:54]1[CH:58]=[CH:57][NH:56][N:55]=1)[C:4]([C@@H:6]([NH:11][C:12](=[O:28])[O:13][C:14]1([C:19]2[S:20][C:21]3[CH:27]=[CH:26][CH:25]=[CH:24][C:22]=3[N:23]=2)[CH2:18][CH2:17][CH2:16][CH2:15]1)[CH2:7][CH2:8][CH2:9][CH3:10])=[O:5]. The yield is 0.320. (3) The reactants are [O:1]=[O+][O-].[CH3:4][N:5]([CH:15]([C:19]1[CH:24]=[CH:23][CH:22]=[CH:21][CH:20]=1)[CH2:16][CH:17]=C)[S:6]([C:9]1[CH:14]=[CH:13][CH:12]=[CH:11][CH:10]=1)(=[O:8])=[O:7].[BH4-].[Na+]. The catalyst is CO. The product is [OH:1][CH2:17][CH2:16][CH:15]([N:5]([CH3:4])[S:6]([C:9]1[CH:14]=[CH:13][CH:12]=[CH:11][CH:10]=1)(=[O:8])=[O:7])[C:19]1[CH:24]=[CH:23][CH:22]=[CH:21][CH:20]=1. The yield is 0.930. (4) The catalyst is O1CCOCC1.[O-2].[O-2].[Mn+4]. The yield is 0.820. The reactants are [Cl:1][C:2]1[CH:3]=[CH:4][C:5]2[NH:10][CH2:9][C:8](=[O:11])[NH:7][C:6]=2[N:12]=1. The product is [Cl:1][C:2]1[CH:3]=[CH:4][C:5]2[N:10]=[CH:9][C:8](=[O:11])[NH:7][C:6]=2[N:12]=1. (5) The reactants are [F:1][C:2]1[CH:7]=[CH:6][C:5]([C:8]2[S:12][C:11]([CH3:13])=[N:10][C:9]=2[C:14]([N:16]2[CH2:21][CH2:20][CH2:19][C@@H:18]([CH3:22])[C@@H:17]2[CH2:23][NH:24]C(=O)OC(C)(C)C)=[O:15])=[CH:4][CH:3]=1.C(O)(C(F)(F)F)=O. The catalyst is C(Cl)Cl. The product is [NH2:24][CH2:23][C@H:17]1[C@H:18]([CH3:22])[CH2:19][CH2:20][CH2:21][N:16]1[C:14]([C:9]1[N:10]=[C:11]([CH3:13])[S:12][C:8]=1[C:5]1[CH:4]=[CH:3][C:2]([F:1])=[CH:7][CH:6]=1)=[O:15]. The yield is 0.600. (6) The reactants are [Cl:1][C:2]1[C:3]([C:8]([OH:10])=O)=[N:4][N:5]([CH3:7])[CH:6]=1.O1CCCC1.C(Cl)(=O)C(Cl)=O.[NH2:22][C:23]1[CH:24]=[C:25]([CH:42]=[CH:43][C:44]=1[CH3:45])[O:26][C:27]1[CH:28]=[CH:29][C:30]2[N:31]([CH:33]=[C:34]([NH:36][C:37]([CH:39]3[CH2:41][CH2:40]3)=[O:38])[N:35]=2)[N:32]=1. The catalyst is CN(C)C=O.CN(C)C(=O)C. The product is [Cl:1][C:2]1[C:3]([C:8]([NH:22][C:23]2[CH:24]=[C:25]([O:26][C:27]3[CH:28]=[CH:29][C:30]4[N:31]([CH:33]=[C:34]([NH:36][C:37]([CH:39]5[CH2:40][CH2:41]5)=[O:38])[N:35]=4)[N:32]=3)[CH:42]=[CH:43][C:44]=2[CH3:45])=[O:10])=[N:4][N:5]([CH3:7])[CH:6]=1. The yield is 0.820. (7) The reactants are [C:1]([C:4]1[CH:14]=[CH:13][CH:12]=[CH:11][C:5]=1[O:6][CH2:7]C(O)=O)(=O)[CH3:2].C([O-])(=O)C.[Na+]. The catalyst is C(OC(=O)C)(=O)C. The product is [CH3:2][C:1]1[C:4]2[CH:14]=[CH:13][CH:12]=[CH:11][C:5]=2[O:6][CH:7]=1. The yield is 0.480. (8) No catalyst specified. The reactants are CC1C=CC(S(OCC2CC3C=C(F)C=C(C4C=CC=CC=4Cl)C=3O2)(=O)=O)=CC=1.[N-]=[N+]=[N-].[Na+].[N:34]([CH2:37][CH:38]1[CH2:42][C:41]2[CH:43]=[C:44]([F:54])[CH:45]=[C:46]([C:47]3[CH:52]=[CH:51][CH:50]=[CH:49][C:48]=3[Cl:53])[C:40]=2[O:39]1)=[N+]=[N-].[N-]=[N+]=[N-].C1(P(C2C=CC=CC=2)C2C=CC=CC=2)C=CC=CC=1. The yield is 0.700. The product is [Cl:53][C:48]1[CH:49]=[CH:50][CH:51]=[CH:52][C:47]=1[C:46]1[C:40]2[O:39][CH:38]([CH2:37][NH2:34])[CH2:42][C:41]=2[CH:43]=[C:44]([F:54])[CH:45]=1. (9) The reactants are OC(C(F)(F)F)=O.OC(C(F)(F)F)=O.[CH2:15]([N:18]1[CH2:23][CH2:22][NH:21][CH2:20][CH2:19]1)[C:16]#[CH:17].C(=O)([O-])[O-].[K+].[K+].Br[CH2:31][CH2:32][CH2:33][O:34][C:35]1[CH:44]=[C:43]2[C:38]([C:39]([O:45][C:46]3[C:47]([F:56])=[C:48]4[C:52](=[CH:53][CH:54]=3)[NH:51][C:50]([CH3:55])=[CH:49]4)=[N:40][CH:41]=[N:42]2)=[CH:37][C:36]=1[O:57][CH3:58]. The catalyst is CC(N(C)C)=O. The product is [F:56][C:47]1[C:46]([O:45][C:39]2[C:38]3[C:43](=[CH:44][C:35]([O:34][CH2:33][CH2:32][CH2:31][N:21]4[CH2:22][CH2:23][N:18]([CH2:15][C:16]#[CH:17])[CH2:19][CH2:20]4)=[C:36]([O:57][CH3:58])[CH:37]=3)[N:42]=[CH:41][N:40]=2)=[CH:54][CH:53]=[C:52]2[C:48]=1[CH:49]=[C:50]([CH3:55])[NH:51]2. The yield is 0.730.